This data is from Catalyst prediction with 721,799 reactions and 888 catalyst types from USPTO. The task is: Predict which catalyst facilitates the given reaction. (1) Reactant: [Br:1][C:2]1[CH:10]=[C:9]([C:11]([OH:13])=[O:12])[CH:8]=[CH:7][C:3]=1[C:4]([OH:6])=[O:5].O=S(Cl)Cl.S(Cl)(Cl)=O.[C:22]1(C)C=CC=C[CH:23]=1.[CH2:29](O)[CH3:30]. Product: [Br:1][C:2]1[CH:10]=[C:9]([C:11]([O:13][CH2:29][CH3:30])=[O:12])[CH:8]=[CH:7][C:3]=1[C:4]([O:6][CH2:22][CH3:23])=[O:5]. The catalyst class is: 885. (2) Product: [N+:6]([C:9]1[CH:10]=[CH:11][C:12]([CH3:15])=[C:13]([S:2]([Cl:1])(=[O:5])=[O:3])[CH:14]=1)([O-:8])=[O:7]. Reactant: [Cl:1][S:2]([OH:5])(=O)=[O:3].[N+:6]([C:9]1[CH:14]=[CH:13][C:12]([CH3:15])=[CH:11][CH:10]=1)([O-:8])=[O:7]. The catalyst class is: 22.